This data is from Forward reaction prediction with 1.9M reactions from USPTO patents (1976-2016). The task is: Predict the product of the given reaction. Given the reactants [C:1]([C:5]1[N:10]=[CH:9][C:8]([C:11]2[N:12]([C:32](Cl)=[O:33])[C@@:13]([C:25]3[CH:30]=[CH:29][C:28]([Cl:31])=[CH:27][CH:26]=3)([CH3:24])[C@@:14]([C:17]3[CH:22]=[CH:21][C:20]([Cl:23])=[CH:19][CH:18]=3)([CH3:16])[N:15]=2)=[C:7]([O:35][CH2:36][CH3:37])[CH:6]=1)([CH3:4])([CH3:3])[CH3:2].[N:38]1([CH2:44][CH2:45][C:46]([NH2:48])=[O:47])[CH2:43][CH2:42][NH:41][CH2:40][CH2:39]1, predict the reaction product. The product is: [C:1]([C:5]1[N:10]=[CH:9][C:8]([C:11]2[N:12]([C:32]([N:41]3[CH2:40][CH2:39][N:38]([CH2:44][CH2:45][C:46]([NH2:48])=[O:47])[CH2:43][CH2:42]3)=[O:33])[C@@:13]([C:25]3[CH:30]=[CH:29][C:28]([Cl:31])=[CH:27][CH:26]=3)([CH3:24])[C@@:14]([C:17]3[CH:18]=[CH:19][C:20]([Cl:23])=[CH:21][CH:22]=3)([CH3:16])[N:15]=2)=[C:7]([O:35][CH2:36][CH3:37])[CH:6]=1)([CH3:2])([CH3:4])[CH3:3].